Dataset: Reaction yield outcomes from USPTO patents with 853,638 reactions. Task: Predict the reaction yield, written as a fraction of the theoretical maximum amount of product (1.0 means a 100% yield; for example, 0.34 means a 34% yield). (1) The reactants are [I:1][C:2]1[CH:3]=[C:4]2[C:8](=[CH:9][CH:10]=1)[NH:7][C:6](=[O:11])[C:5]2=O.[F:13][C:14]([F:27])([F:26])[O:15][C:16]1[CH:25]=[CH:24][C:19]([C:20]([NH:22][NH2:23])=[O:21])=[CH:18][CH:17]=1. The catalyst is C(O)(=O)C. The product is [I:1][C:2]1[CH:3]=[C:4]2[C:8](=[CH:9][CH:10]=1)[NH:7][C:6](=[O:11])[C:5]2=[N:23][NH:22][C:20](=[O:21])[C:19]1[CH:18]=[CH:17][C:16]([O:15][C:14]([F:13])([F:27])[F:26])=[CH:25][CH:24]=1. The yield is 0.570. (2) The reactants are Br[C:2]1[C:10]2[C:5](=[N:6][CH:7]=[CH:8][CH:9]=2)[N:4]([S:11]([C:14]2[CH:19]=[CH:18][C:17]([CH3:20])=[CH:16][CH:15]=2)(=[O:13])=[O:12])[CH:3]=1.[Cl:21][C:22]1[CH:27]=[C:26](B(O)O)[CH:25]=[CH:24][N:23]=1.C(=O)([O-])[O-].[Na+].[Na+]. The catalyst is COCCOC.C(OCC)(=O)C.C1C=CC([P]([Pd]([P](C2C=CC=CC=2)(C2C=CC=CC=2)C2C=CC=CC=2)([P](C2C=CC=CC=2)(C2C=CC=CC=2)C2C=CC=CC=2)[P](C2C=CC=CC=2)(C2C=CC=CC=2)C2C=CC=CC=2)(C2C=CC=CC=2)C2C=CC=CC=2)=CC=1. The product is [Cl:21][C:22]1[CH:27]=[C:26]([C:2]2[C:10]3[C:5](=[N:6][CH:7]=[CH:8][CH:9]=3)[N:4]([S:11]([C:14]3[CH:19]=[CH:18][C:17]([CH3:20])=[CH:16][CH:15]=3)(=[O:13])=[O:12])[CH:3]=2)[CH:25]=[CH:24][N:23]=1. The yield is 0.680.